From a dataset of Full USPTO retrosynthesis dataset with 1.9M reactions from patents (1976-2016). Predict the reactants needed to synthesize the given product. The reactants are: O=O.[C:3]([NH:11][C:12](=[CH:17][N:18]([C:25]1[CH:30]=[CH:29][CH:28]=[CH:27][CH:26]=1)[C:19]1[CH:24]=[CH:23][CH:22]=[CH:21][CH:20]=1)[C:13]([O:15][CH3:16])=[O:14])(=[O:10])[C:4]1[CH:9]=[CH:8][CH:7]=[CH:6][CH:5]=1. Given the product [C:3]([NH:11][CH:12]([CH2:17][N:18]([C:25]1[CH:26]=[CH:27][CH:28]=[CH:29][CH:30]=1)[C:19]1[CH:20]=[CH:21][CH:22]=[CH:23][CH:24]=1)[C:13]([O:15][CH3:16])=[O:14])(=[O:10])[C:4]1[CH:5]=[CH:6][CH:7]=[CH:8][CH:9]=1, predict the reactants needed to synthesize it.